Dataset: Full USPTO retrosynthesis dataset with 1.9M reactions from patents (1976-2016). Task: Predict the reactants needed to synthesize the given product. (1) Given the product [C:6]([O:10][C:11]([N:13]1[C:21]2[C:16](=[CH:17][C:18]([CH:22]=[CH2:2])=[CH:19][CH:20]=2)[CH:15]=[CH:14]1)=[O:12])([CH3:9])([CH3:8])[CH3:7], predict the reactants needed to synthesize it. The reactants are: [Li][CH2:2]CCC.[C:6]([O:10][C:11]([N:13]1[C:21]2[C:16](=[CH:17][C:18]([CH:22]=O)=[CH:19][CH:20]=2)[CH:15]=[CH:14]1)=[O:12])([CH3:9])([CH3:8])[CH3:7].[Cl-].[NH4+]. (2) Given the product [Cl:1][C:2]1[N:3]=[CH:4][N:5]([C:7]2[CH:12]=[CH:11][C:10]([NH:13][C:14]3[S:15][C:16]4[CH2:26][C:21](=[O:22])[CH2:20][CH:19]([C:27]5[CH:32]=[CH:31][C:30]([F:33])=[CH:29][CH:28]=5)[C:17]=4[N:18]=3)=[CH:9][C:8]=2[O:34][CH3:35])[CH:6]=1.[Cl:1][C:2]1[N:3]=[CH:4][N:5]([C:7]2[CH:12]=[CH:11][C:10]([NH:13][C:14]3[S:15][C:16]4[CH2:26][C:21]([O:22][CH3:23])([O:25][CH3:24])[CH2:20][CH:19]([C:27]5[CH:28]=[CH:29][C:30]([F:33])=[CH:31][CH:32]=5)[C:17]=4[N:18]=3)=[CH:9][C:8]=2[O:34][CH3:35])[CH:6]=1, predict the reactants needed to synthesize it. The reactants are: [Cl:1][C:2]1[N:3]=[CH:4][N:5]([C:7]2[CH:12]=[CH:11][C:10]([NH:13][C:14]3[S:15][C:16]4[CH2:26][C:21]5([O:25][CH2:24][CH2:23][O:22]5)[CH2:20][CH:19]([C:27]5[CH:32]=[CH:31][C:30]([F:33])=[CH:29][CH:28]=5)[C:17]=4[N:18]=3)=[CH:9][C:8]=2[O:34][CH3:35])[CH:6]=1.O. (3) Given the product [Cl:17][C:13]1[CH:14]=[C:15]([CH3:16])[C:10]2[O:9][C@H:8]([CH:18]([CH3:20])[CH3:19])[C:7](=[O:21])[N:6]([CH2:5][CH2:4][C:3]([OH:22])=[O:2])[C:11]=2[CH:12]=1, predict the reactants needed to synthesize it. The reactants are: C[O:2][C:3](=[O:22])[CH2:4][CH2:5][N:6]1[C:11]2[CH:12]=[C:13]([Cl:17])[CH:14]=[C:15]([CH3:16])[C:10]=2[O:9][C@H:8]([CH:18]([CH3:20])[CH3:19])[C:7]1=[O:21].[OH-].[Na+]. (4) Given the product [S:3]1[CH:7]=[C:6]([C:8]2[CH:9]=[CH:10][C:11]([O:14][CH2:22][CH:20]3[CH2:19][O:21]3)=[CH:12][CH:13]=2)[C:5]2[CH:15]=[CH:16][CH:17]=[CH:18][C:4]1=2, predict the reactants needed to synthesize it. The reactants are: [H-].[Na+].[S:3]1[CH:7]=[C:6]([C:8]2[CH:13]=[CH:12][C:11]([OH:14])=[CH:10][CH:9]=2)[C:5]2[CH:15]=[CH:16][CH:17]=[CH:18][C:4]1=2.[CH2:19]1[O:21][C@H:20]1[CH2:22]OS(C1C=C([N+]([O-])=O)C=CC=1)(=O)=O.O. (5) Given the product [C:20]1([CH:7]([C:1]2[CH:6]=[CH:5][CH:4]=[CH:3][CH:2]=2)[CH2:8][N:9]2[CH:14]=[CH:13][CH:12]=[C:11]([C:15]([OH:17])=[O:16])[C:10]2=[O:19])[CH:21]=[CH:22][CH:23]=[CH:24][CH:25]=1, predict the reactants needed to synthesize it. The reactants are: [C:1]1([CH:7]([C:20]2[CH:25]=[CH:24][CH:23]=[CH:22][CH:21]=2)[CH2:8][N:9]2[CH:14]=[CH:13][CH:12]=[C:11]([C:15]([O:17]C)=[O:16])[C:10]2=[O:19])[CH:6]=[CH:5][CH:4]=[CH:3][CH:2]=1.C1COCC1.CO.[OH-].[Na+].